Task: Predict the product of the given reaction.. Dataset: Forward reaction prediction with 1.9M reactions from USPTO patents (1976-2016) Given the reactants CC(C)([O-])C.[K+].[C:7]([O:11][C:12](=[O:23])[NH:13][CH2:14][CH2:15][C:16]1[CH:21]=[CH:20][C:19]([OH:22])=[CH:18][CH:17]=1)([CH3:10])([CH3:9])[CH3:8].O1CCCC1.Cl[C:30]1[CH:38]=[CH:37][C:33]([C:34]([NH2:36])=[O:35])=[CH:32][N:31]=1, predict the reaction product. The product is: [C:7]([O:11][C:12](=[O:23])[NH:13][CH2:14][CH2:15][C:16]1[CH:21]=[CH:20][C:19]([O:22][C:30]2[CH:38]=[CH:37][C:33]([C:34](=[O:35])[NH2:36])=[CH:32][N:31]=2)=[CH:18][CH:17]=1)([CH3:10])([CH3:8])[CH3:9].